From a dataset of NCI-60 drug combinations with 297,098 pairs across 59 cell lines. Regression. Given two drug SMILES strings and cell line genomic features, predict the synergy score measuring deviation from expected non-interaction effect. (1) Cell line: SK-MEL-2. Synergy scores: CSS=0.676, Synergy_ZIP=-2.11, Synergy_Bliss=-4.24, Synergy_Loewe=-6.25, Synergy_HSA=-6.27. Drug 1: C1CCC(CC1)NC(=O)N(CCCl)N=O. Drug 2: CC1=C(C=C(C=C1)C(=O)NC2=CC(=CC(=C2)C(F)(F)F)N3C=C(N=C3)C)NC4=NC=CC(=N4)C5=CN=CC=C5. (2) Drug 1: C1C(C(OC1N2C=NC3=C(N=C(N=C32)Cl)N)CO)O. Drug 2: CCC1=C2CN3C(=CC4=C(C3=O)COC(=O)C4(CC)O)C2=NC5=C1C=C(C=C5)O. Cell line: HT29. Synergy scores: CSS=42.6, Synergy_ZIP=-5.45, Synergy_Bliss=-1.62, Synergy_Loewe=-9.23, Synergy_HSA=-0.689. (3) Drug 1: CCCS(=O)(=O)NC1=C(C(=C(C=C1)F)C(=O)C2=CNC3=C2C=C(C=N3)C4=CC=C(C=C4)Cl)F. Drug 2: CC1=C(N=C(N=C1N)C(CC(=O)N)NCC(C(=O)N)N)C(=O)NC(C(C2=CN=CN2)OC3C(C(C(C(O3)CO)O)O)OC4C(C(C(C(O4)CO)O)OC(=O)N)O)C(=O)NC(C)C(C(C)C(=O)NC(C(C)O)C(=O)NCCC5=NC(=CS5)C6=NC(=CS6)C(=O)NCCC[S+](C)C)O. Cell line: BT-549. Synergy scores: CSS=-0.757, Synergy_ZIP=-2.15, Synergy_Bliss=-5.26, Synergy_Loewe=-21.4, Synergy_HSA=-7.42. (4) Drug 1: CC1CCC2CC(C(=CC=CC=CC(CC(C(=O)C(C(C(=CC(C(=O)CC(OC(=O)C3CCCCN3C(=O)C(=O)C1(O2)O)C(C)CC4CCC(C(C4)OC)OCCO)C)C)O)OC)C)C)C)OC. Drug 2: C1CN(CCN1C(=O)CCBr)C(=O)CCBr. Cell line: SK-MEL-5. Synergy scores: CSS=33.7, Synergy_ZIP=-8.56, Synergy_Bliss=-0.821, Synergy_Loewe=0.446, Synergy_HSA=0.535. (5) Drug 1: CS(=O)(=O)CCNCC1=CC=C(O1)C2=CC3=C(C=C2)N=CN=C3NC4=CC(=C(C=C4)OCC5=CC(=CC=C5)F)Cl. Drug 2: CC12CCC3C(C1CCC2O)C(CC4=C3C=CC(=C4)O)CCCCCCCCCS(=O)CCCC(C(F)(F)F)(F)F. Cell line: DU-145. Synergy scores: CSS=9.36, Synergy_ZIP=-2.27, Synergy_Bliss=2.18, Synergy_Loewe=-5.11, Synergy_HSA=1.87. (6) Cell line: A549. Drug 2: CC1=C(C=C(C=C1)C(=O)NC2=CC(=CC(=C2)C(F)(F)F)N3C=C(N=C3)C)NC4=NC=CC(=N4)C5=CN=CC=C5. Synergy scores: CSS=-3.02, Synergy_ZIP=3.16, Synergy_Bliss=3.56, Synergy_Loewe=-2.61, Synergy_HSA=-2.15. Drug 1: C1CCN(CC1)CCOC2=CC=C(C=C2)C(=O)C3=C(SC4=C3C=CC(=C4)O)C5=CC=C(C=C5)O. (7) Drug 1: CC1=C(C(=CC=C1)Cl)NC(=O)C2=CN=C(S2)NC3=CC(=NC(=N3)C)N4CCN(CC4)CCO. Drug 2: C1CN(CCN1C(=O)CCBr)C(=O)CCBr. Cell line: SNB-19. Synergy scores: CSS=37.6, Synergy_ZIP=-6.56, Synergy_Bliss=3.47, Synergy_Loewe=4.35, Synergy_HSA=7.09. (8) Drug 1: C(CC(=O)O)C(=O)CN.Cl. Cell line: OVCAR-8. Drug 2: CS(=O)(=O)OCCCCOS(=O)(=O)C. Synergy scores: CSS=3.39, Synergy_ZIP=0.0248, Synergy_Bliss=0.496, Synergy_Loewe=-2.79, Synergy_HSA=-1.82. (9) Drug 1: CC12CCC3C(C1CCC2=O)CC(=C)C4=CC(=O)C=CC34C. Drug 2: CC12CCC3C(C1CCC2OP(=O)(O)O)CCC4=C3C=CC(=C4)OC(=O)N(CCCl)CCCl.[Na+]. Cell line: RPMI-8226. Synergy scores: CSS=9.44, Synergy_ZIP=-15.3, Synergy_Bliss=-28.3, Synergy_Loewe=-36.7, Synergy_HSA=-27.7. (10) Drug 1: CNC(=O)C1=NC=CC(=C1)OC2=CC=C(C=C2)NC(=O)NC3=CC(=C(C=C3)Cl)C(F)(F)F. Drug 2: CN(CC1=CN=C2C(=N1)C(=NC(=N2)N)N)C3=CC=C(C=C3)C(=O)NC(CCC(=O)O)C(=O)O. Cell line: SK-MEL-2. Synergy scores: CSS=-4.29, Synergy_ZIP=6.24, Synergy_Bliss=7.88, Synergy_Loewe=-14.3, Synergy_HSA=-3.90.